Dataset: Catalyst prediction with 721,799 reactions and 888 catalyst types from USPTO. Task: Predict which catalyst facilitates the given reaction. Reactant: [C:1]([CH2:4][C:5]1[CH:13]=[CH:12][C:8]2[O:9][CH2:10][O:11][C:7]=2[CH:6]=1)(=[NH:3])[NH2:2].[CH3:14][CH:15]([C:21](OCC)=[O:22])[C:16](OCC)=[O:17].C[O-].[Na+]. Product: [O:9]1[C:8]2[CH:12]=[CH:13][C:5]([CH2:4][C:1]3[N:2]=[C:16]([OH:17])[C:15]([CH3:14])=[C:21]([OH:22])[N:3]=3)=[CH:6][C:7]=2[O:11][CH2:10]1. The catalyst class is: 8.